The task is: Predict the reactants needed to synthesize the given product.. This data is from Full USPTO retrosynthesis dataset with 1.9M reactions from patents (1976-2016). Given the product [ClH:33].[CH3:31][N:27]1[C:28]2[C:23](=[CH:22][C:21]([C:19]3[CH:18]=[N:17][CH:16]=[C:15]([O:14][CH2:13][C@H:9]4[CH2:10][CH2:11][CH2:12][NH:8]4)[CH:20]=3)=[CH:30][CH:29]=2)[CH2:24][CH2:25][C:26]1=[O:32], predict the reactants needed to synthesize it. The reactants are: C(OC([N:8]1[CH2:12][CH2:11][CH2:10][C@@H:9]1[CH2:13][O:14][C:15]1[CH:16]=[N:17][CH:18]=[C:19]([C:21]2[CH:22]=[C:23]3[C:28](=[CH:29][CH:30]=2)[N:27]([CH3:31])[C:26](=[O:32])[CH2:25][CH2:24]3)[CH:20]=1)=O)(C)(C)C.[ClH:33].